From a dataset of NCI-60 drug combinations with 297,098 pairs across 59 cell lines. Regression. Given two drug SMILES strings and cell line genomic features, predict the synergy score measuring deviation from expected non-interaction effect. (1) Drug 1: C1CCC(C1)C(CC#N)N2C=C(C=N2)C3=C4C=CNC4=NC=N3. Drug 2: CC=C1C(=O)NC(C(=O)OC2CC(=O)NC(C(=O)NC(CSSCCC=C2)C(=O)N1)C(C)C)C(C)C. Cell line: MDA-MB-231. Synergy scores: CSS=30.3, Synergy_ZIP=-1.98, Synergy_Bliss=-4.56, Synergy_Loewe=-38.7, Synergy_HSA=-4.05. (2) Drug 1: C1C(C(OC1N2C=NC3=C(N=C(N=C32)Cl)N)CO)O. Drug 2: CC1=C(N=C(N=C1N)C(CC(=O)N)NCC(C(=O)N)N)C(=O)NC(C(C2=CN=CN2)OC3C(C(C(C(O3)CO)O)O)OC4C(C(C(C(O4)CO)O)OC(=O)N)O)C(=O)NC(C)C(C(C)C(=O)NC(C(C)O)C(=O)NCCC5=NC(=CS5)C6=NC(=CS6)C(=O)NCCC[S+](C)C)O. Cell line: PC-3. Synergy scores: CSS=21.5, Synergy_ZIP=-6.12, Synergy_Bliss=-4.21, Synergy_Loewe=-0.768, Synergy_HSA=0.0987. (3) Drug 1: CC1=CC=C(C=C1)C2=CC(=NN2C3=CC=C(C=C3)S(=O)(=O)N)C(F)(F)F. Drug 2: CCN(CC)CCNC(=O)C1=C(NC(=C1C)C=C2C3=C(C=CC(=C3)F)NC2=O)C. Cell line: HCT116. Synergy scores: CSS=-1.31, Synergy_ZIP=-1.19, Synergy_Bliss=-4.28, Synergy_Loewe=-4.25, Synergy_HSA=-4.02.